From a dataset of Reaction yield outcomes from USPTO patents with 853,638 reactions. Predict the reaction yield, written as a fraction of the theoretical maximum amount of product (1.0 means a 100% yield; for example, 0.34 means a 34% yield). The reactants are Cl[C:2]1[N:7]=[C:6]([NH:8][C:9]2[CH:14]=[CH:13][C:12]([P:15]([CH3:18])([CH3:17])=[O:16])=[CH:11][CH:10]=2)[C:5]([Cl:19])=[CH:4][N:3]=1.[CH3:20][O:21][C:22]1[CH:28]=[C:27]([N:29]2[CH2:34][CH2:33][CH:32]([N:35]3[CH2:40][CH2:39][N:38]([CH3:41])[CH2:37][CH2:36]3)[CH2:31][CH2:30]2)[CH:26]=[CH:25][C:23]=1[NH2:24].C(=O)(O)[O-].[Na+]. The catalyst is COCCO. The product is [Cl:19][C:5]1[C:6]([NH:8][C:9]2[CH:14]=[CH:13][C:12]([P:15]([CH3:18])([CH3:17])=[O:16])=[CH:11][CH:10]=2)=[N:7][C:2]([NH:24][C:23]2[CH:25]=[CH:26][C:27]([N:29]3[CH2:34][CH2:33][CH:32]([N:35]4[CH2:36][CH2:37][N:38]([CH3:41])[CH2:39][CH2:40]4)[CH2:31][CH2:30]3)=[CH:28][C:22]=2[O:21][CH3:20])=[N:3][CH:4]=1. The yield is 0.200.